From a dataset of Full USPTO retrosynthesis dataset with 1.9M reactions from patents (1976-2016). Predict the reactants needed to synthesize the given product. (1) Given the product [Cl:8][C:6]1[C:5]([C:9]([F:12])([F:11])[F:10])=[CH:4][N:3]=[C:2]([NH:18][C:19]2[CH:24]=[CH:23][C:22]([CH:25]3[CH2:26][CH2:27][N:28]([C:31]([O:33][C:34]([CH3:36])([CH3:35])[CH3:37])=[O:32])[CH2:29][CH2:30]3)=[CH:21][C:20]=2[CH2:38][CH3:39])[N:7]=1, predict the reactants needed to synthesize it. The reactants are: Cl[C:2]1[N:7]=[C:6]([Cl:8])[C:5]([C:9]([F:12])([F:11])[F:10])=[CH:4][N:3]=1.CCOCC.[NH2:18][C:19]1[CH:24]=[CH:23][C:22]([CH:25]2[CH2:30][CH2:29][N:28]([C:31]([O:33][C:34]([CH3:37])([CH3:36])[CH3:35])=[O:32])[CH2:27][CH2:26]2)=[CH:21][C:20]=1[CH2:38][CH3:39].C(N(CC)CC)C. (2) Given the product [Cl:1][C:2]1[CH:21]=[C:20]([Cl:22])[CH:19]=[CH:18][C:3]=1[CH2:4][N:5]1[C:9]2[CH:10]=[C:11]([CH2:15][O:16][C:24]3[N:29]=[C:28]([C:30]([O:32][CH3:33])=[O:31])[CH:27]=[CH:26][CH:25]=3)[CH:12]=[C:13]([CH3:14])[C:8]=2[N:7]=[C:6]1[CH3:17], predict the reactants needed to synthesize it. The reactants are: [Cl:1][C:2]1[CH:21]=[C:20]([Cl:22])[CH:19]=[CH:18][C:3]=1[CH2:4][N:5]1[C:9]2[CH:10]=[C:11]([CH2:15][OH:16])[CH:12]=[C:13]([CH3:14])[C:8]=2[N:7]=[C:6]1[CH3:17].O[C:24]1[N:29]=[C:28]([C:30]([O:32][CH3:33])=[O:31])[CH:27]=[CH:26][CH:25]=1. (3) Given the product [Cl:11][C:12]1[CH:13]=[C:14]([CH:17]=[CH:18][C:19]=1[Cl:20])[CH2:15][N:6]1[CH:7]=[CH:8][C:4]([N+:1]([O-:3])=[O:2])=[N:5]1, predict the reactants needed to synthesize it. The reactants are: [N+:1]([C:4]1[CH:8]=[CH:7][NH:6][N:5]=1)([O-:3])=[O:2].[H-].[Na+].[Cl:11][C:12]1[CH:13]=[C:14]([CH:17]=[CH:18][C:19]=1[Cl:20])[CH2:15]Br. (4) Given the product [C:18]([C:14]1[CH:13]=[C:12]([NH:11][CH2:10][CH2:9][OH:8])[CH:17]=[CH:16][CH:15]=1)#[CH:19], predict the reactants needed to synthesize it. The reactants are: [Si]([O:8][CH2:9][CH2:10][NH:11][C:12]1[CH:17]=[CH:16][CH:15]=[C:14]([C:18]#[CH:19])[CH:13]=1)(C(C)(C)C)(C)C.CCCC[N+](CCCC)(CCCC)CCCC.[F-].C1COCC1.